Predict the product of the given reaction. From a dataset of Forward reaction prediction with 1.9M reactions from USPTO patents (1976-2016). (1) Given the reactants [N+:1]([CH2:4][CH:5]([CH:7]1[CH2:11][CH2:10][CH2:9][O:8]1)[OH:6])([O-])=O, predict the reaction product. The product is: [NH2:1][CH2:4][CH:5]([CH:7]1[CH2:11][CH2:10][CH2:9][O:8]1)[OH:6]. (2) Given the reactants O/[CH:2]=[C:3]1\[C:4](=[O:13])[NH:5][C:6]2[C:11]\1=[C:10]([CH3:12])[CH:9]=[CH:8][CH:7]=2.O/C=C1\C(=O)NC2C\1=CC=CC=2.NC1C=CNN=1.[NH2:32][C:33]1[CH:37]=[C:36]([C:38]2[O:39][CH:40]=[CH:41][CH:42]=2)[NH:35][N:34]=1, predict the reaction product. The product is: [O:39]1[CH:40]=[CH:41][CH:42]=[C:38]1[C:36]1[NH:35][N:34]=[C:33]([NH:32][CH:2]=[C:3]2[C:11]3[C:6](=[CH:7][CH:8]=[CH:9][C:10]=3[CH3:12])[NH:5][C:4]2=[O:13])[CH:37]=1. (3) Given the reactants [C:12]([O:11][C:9](O[C:9]([O:11][C:12]([CH3:15])([CH3:14])[CH3:13])=[O:10])=[O:10])([CH3:15])([CH3:14])[CH3:13].[CH3:16][NH:17][C@H:18]([CH2:21][C:22]1[S:23][CH:24]=[CH:25][CH:26]=1)[CH2:19][OH:20], predict the reaction product. The product is: [C:12]([O:11][C:9](=[O:10])[N:17]([C@@H:18]([CH2:19][OH:20])[CH2:21][C:22]1[S:23][CH:24]=[CH:25][CH:26]=1)[CH3:16])([CH3:13])([CH3:14])[CH3:15]. (4) Given the reactants COCCOCC[C:8]1(CCOCCOC)[C:20]2[CH:19]=[C:18](C=C)[CH:17]=[CH:16][C:15]=2[C:14]2[C:9]1=[CH:10][C:11](C=C)=[CH:12][CH:13]=2.CC(N=NC(C#N)(C)C)(C#N)C, predict the reaction product. The product is: [CH:10]1[C:9]2[CH2:8][C:20]3[C:15](=[CH:16][CH:17]=[CH:18][CH:19]=3)[C:14]=2[CH:13]=[CH:12][CH:11]=1.